From a dataset of Forward reaction prediction with 1.9M reactions from USPTO patents (1976-2016). Predict the product of the given reaction. Given the reactants [F:1][C:2]1[CH:3]=[C:4]2[C:8](=[CH:9][CH:10]=1)[NH:7][CH:6]=[C:5]2[CH2:11][CH2:12][CH2:13][CH2:14][NH:15][CH:16]1[CH2:25][C:24]2[C:19](=[CH:20][CH:21]=[CH:22][C:23]=2[O:26][CH3:27])[O:18][CH2:17]1.[C:28]1(=O)[CH2:31][CH2:30][CH2:29]1.C(O)(=O)C.C([BH3-])#N.[Na+], predict the reaction product. The product is: [CH:28]1([N:15]([CH2:14][CH2:13][CH2:12][CH2:11][C:5]2[C:4]3[C:8](=[CH:9][CH:10]=[C:2]([F:1])[CH:3]=3)[NH:7][CH:6]=2)[CH:16]2[CH2:25][C:24]3[C:19](=[CH:20][CH:21]=[CH:22][C:23]=3[O:26][CH3:27])[O:18][CH2:17]2)[CH2:31][CH2:30][CH2:29]1.